This data is from Forward reaction prediction with 1.9M reactions from USPTO patents (1976-2016). The task is: Predict the product of the given reaction. (1) Given the reactants Cl.C(N=C=NCCCN(C)C)C.[C:13]([N:20]1[CH2:27][CH2:26][CH2:25][C@@H:21]1C(O)=O)([O:15][C:16]([CH3:19])([CH3:18])[CH3:17])=[O:14].ClC1C=C(C=CC=1Cl)CN1CCNCC1, predict the reaction product. The product is: [C:16]([O:15][C:13]([N:20]1[CH2:27][CH2:26][CH2:25][CH2:21]1)=[O:14])([CH3:19])([CH3:17])[CH3:18]. (2) Given the reactants [CH:1]([O:4][C:5]1[CH:12]=[CH:11][C:10](B2OC(C)(C)C(C)(C)O2)=[CH:9][C:6]=1[C:7]#[N:8])([CH3:3])[CH3:2].[Br:22][C:23]1[N:27]=[C:26](Cl)[S:25][N:24]=1.N#N, predict the reaction product. The product is: [Br:22][C:23]1[N:27]=[C:26]([C:10]2[CH:11]=[CH:12][C:5]([O:4][CH:1]([CH3:2])[CH3:3])=[C:6]([CH:9]=2)[C:7]#[N:8])[S:25][N:24]=1. (3) Given the reactants Br[C:2]1[CH:3]=[C:4]2[C:9](=[CH:10][CH:11]=1)[C:8](=[O:12])[N:7]([CH2:13][CH:14]=[O:15])[CH2:6][CH2:5]2.C(N1CCC2C(=CC=C([F:29])C=2)C1=O)C=C, predict the reaction product. The product is: [F:29][C:2]1[CH:3]=[C:4]2[C:9](=[CH:10][CH:11]=1)[C:8](=[O:12])[N:7]([CH2:13][CH:14]=[O:15])[CH2:6][CH2:5]2. (4) The product is: [CH2:1]([NH:8][CH2:10][Si:11]([CH3:14])([CH3:13])[CH3:12])[C:2]1[CH:7]=[CH:6][CH:5]=[CH:4][CH:3]=1. Given the reactants [CH2:1]([NH2:8])[C:2]1[CH:7]=[CH:6][CH:5]=[CH:4][CH:3]=1.Cl[CH2:10][Si:11]([CH3:14])([CH3:13])[CH3:12], predict the reaction product. (5) Given the reactants Cl.[NH2:2][C:3]1[N:32]=[C:6]2[N:7]([C:22]3[CH:27]=[CH:26][CH:25]=[C:24]([C:28]([F:31])([F:30])[F:29])[CH:23]=3)[C:8]([CH3:21])=[C:9]([C:19]#[N:20])[C@@H:10]([C:11]3[CH:16]=[CH:15][C:14]([C:17]#[N:18])=[CH:13][CH:12]=3)[N:5]2[N:4]=1.[C:33]([NH:36][CH2:37][C:38](Cl)=[O:39])(=[O:35])[CH3:34], predict the reaction product. The product is: [C:33]([NH:36][CH2:37][C:38]([NH:2][C:3]1[N:32]=[C:6]2[N:7]([C:22]3[CH:27]=[CH:26][CH:25]=[C:24]([C:28]([F:29])([F:31])[F:30])[CH:23]=3)[C:8]([CH3:21])=[C:9]([C:19]#[N:20])[C@@H:10]([C:11]3[CH:16]=[CH:15][C:14]([C:17]#[N:18])=[CH:13][CH:12]=3)[N:5]2[N:4]=1)=[O:39])(=[O:35])[CH3:34]. (6) Given the reactants [F:1][C:2]([F:26])([F:25])[C:3]1[CH:24]=[CH:23][C:6]([O:7][C:8]2[CH:9]=[C:10]([CH:20]=[CH:21][CH:22]=2)[CH2:11]P(=O)(OCC)OCC)=[CH:5][CH:4]=1.[H-].[Na+].[C:29]([O:33][C:34]([N:36]1[CH2:41][CH2:40][C:39](=O)[CH2:38][CH2:37]1)=[O:35])([CH3:32])([CH3:31])[CH3:30].O, predict the reaction product. The product is: [F:26][C:2]([F:1])([F:25])[C:3]1[CH:4]=[CH:5][C:6]([O:7][C:8]2[CH:9]=[C:10]([CH:20]=[CH:21][CH:22]=2)[CH:11]=[C:39]2[CH2:40][CH2:41][N:36]([C:34]([O:33][C:29]([CH3:32])([CH3:31])[CH3:30])=[O:35])[CH2:37][CH2:38]2)=[CH:23][CH:24]=1. (7) Given the reactants [CH2:1]([N:5]1[C:13]2[N:12]=[C:11]([C:14]([F:17])([F:16])[F:15])[NH:10][C:9]=2[C:8](=[O:18])[N:7]([CH2:19][CH2:20][CH2:21][CH2:22][C:23]([OH:25])=O)[C:6]1=[O:26])[CH2:2][CH2:3][CH3:4].C1N=CN(C(N2C=NC=C2)=O)C=1.[F:39][C:40]1[CH:49]=[CH:48][C:43]([C:44](=[N:46]O)[NH2:45])=[CH:42][CH:41]=1, predict the reaction product. The product is: [CH2:1]([N:5]1[C:13]2[N:12]=[C:11]([C:14]([F:17])([F:16])[F:15])[NH:10][C:9]=2[C:8](=[O:18])[N:7]([CH2:19][CH2:20][CH2:21][CH2:22][C:23]2[O:25][N:46]=[C:44]([C:43]3[CH:48]=[CH:49][C:40]([F:39])=[CH:41][CH:42]=3)[N:45]=2)[C:6]1=[O:26])[CH2:2][CH2:3][CH3:4]. (8) Given the reactants Cl.[Cl:2][C:3]1[CH:4]=[C:5]2[C:9](=[CH:10][CH:11]=1)[NH:8][CH:7]=[C:6]2[CH2:12][CH2:13][NH2:14].[CH2:15]([N:22]1[C:26]([C:27](Cl)=[O:28])=[CH:25][C:24]([C:30]([CH3:33])([CH3:32])[CH3:31])=[N:23]1)[C:16]1[CH:21]=[CH:20][CH:19]=[CH:18][CH:17]=1.C(N(CC)CC)C.C(OCC)(=O)C, predict the reaction product. The product is: [CH2:15]([N:22]1[C:26]([C:27]([NH:14][CH2:13][CH2:12][C:6]2[C:5]3[C:9](=[CH:10][CH:11]=[C:3]([Cl:2])[CH:4]=3)[NH:8][CH:7]=2)=[O:28])=[CH:25][C:24]([C:30]([CH3:33])([CH3:32])[CH3:31])=[N:23]1)[C:16]1[CH:17]=[CH:18][CH:19]=[CH:20][CH:21]=1. (9) Given the reactants [C:1]1([C:42]2[CH:47]=[CH:46][CH:45]=[CH:44][CH:43]=2)[CH:6]=[CH:5][C:4]([C:7]2[C:39]([F:40])=[CH:38][C:10]3[N:11](CC4C=CC(C5C=CC=CC=5)=CC=4)[C:12]([O:14][CH:15]4[CH2:20][CH2:19][CH2:18][CH:17]([C:21]([O:23][CH3:24])=[O:22])[CH2:16]4)=[N:13][C:9]=3[C:8]=2[F:41])=[CH:3][CH:2]=1.C1CC=CCC=1, predict the reaction product. The product is: [C:1]1([C:42]2[CH:43]=[CH:44][CH:45]=[CH:46][CH:47]=2)[CH:2]=[CH:3][C:4]([C:7]2[C:39]([F:40])=[CH:38][C:10]3[NH:11][C:12]([O:14][CH:15]4[CH2:20][CH2:19][CH2:18][CH:17]([C:21]([O:23][CH3:24])=[O:22])[CH2:16]4)=[N:13][C:9]=3[C:8]=2[F:41])=[CH:5][CH:6]=1.